The task is: Predict the reactants needed to synthesize the given product.. This data is from Full USPTO retrosynthesis dataset with 1.9M reactions from patents (1976-2016). Given the product [CH2:40]([N:32]([CH2:33][C:34]1[CH:39]=[CH:38][CH:37]=[CH:36][CH:35]=1)[C@@H:22]([CH2:23][C:24]1[CH:25]=[C:26]([F:31])[CH:27]=[C:28]([F:30])[CH:29]=1)[C@H:21]([O:20][CH2:13][C:14]1[CH:15]=[CH:16][CH:17]=[CH:18][CH:19]=1)[C@H:47]1[CH2:48][O:49][C@@H:50]([O:54][CH2:69][C:63]2([F:62])[CH2:68][CH2:67][CH2:66][CH2:65][CH2:64]2)[C@H:51]([CH3:53])[NH:52]1)[C:41]1[CH:42]=[CH:43][CH:44]=[CH:45][CH:46]=1, predict the reactants needed to synthesize it. The reactants are: ClC(Cl)(OC(=O)OC(Cl)(Cl)Cl)Cl.[CH2:13]([O:20][C@H:21]([C@@H:47]1[NH:52][C@@H:51]([CH3:53])[CH:50]([OH:54])[O:49][CH2:48]1)[C@@H:22]([N:32]([CH2:40][C:41]1[CH:46]=[CH:45][CH:44]=[CH:43][CH:42]=1)[CH2:33][C:34]1[CH:39]=[CH:38][CH:37]=[CH:36][CH:35]=1)[CH2:23][C:24]1[CH:29]=[C:28]([F:30])[CH:27]=[C:26]([F:31])[CH:25]=1)[C:14]1[CH:19]=[CH:18][CH:17]=[CH:16][CH:15]=1.C(N(CC)CC)C.[F:62][C:63]1([CH2:69]O)[CH2:68][CH2:67][CH2:66][CH2:65][CH2:64]1.FC(F)(F)S(O[Si](C)(C)C)(=O)=O.C(=O)([O-])[O-].[K+].[K+].